The task is: Predict which catalyst facilitates the given reaction.. This data is from Catalyst prediction with 721,799 reactions and 888 catalyst types from USPTO. (1) Reactant: [CH3:1][O:2][C:3]1[CH:4]=[C:5]([CH:9]=[C:10]([O:14][CH3:15])[C:11]=1[O:12][CH3:13])[C:6]([OH:8])=O.C(N(C(C)C)CC)(C)C.N1(OC(=[N+](C)C)N(C)C)C2C=CC=CC=2N=N1.[B-](F)(F)(F)F.CCCC[P+](C1SC(C(OC)=O)=C(C(OC)=O)S1)(CCCC)CCCC.[C:73]([O:77][CH2:78][C@@H:79]([NH2:94])[CH2:80][CH2:81][N:82]1[CH2:85][CH:84]([O:86][C:87]2[CH:92]=[CH:91][C:90]([F:93])=[CH:89][CH:88]=2)[CH2:83]1)([CH3:76])([CH3:75])[CH3:74]. Product: [C:73]([O:77][CH2:78][C@@H:79]([NH:94][C:6](=[O:8])[C:5]1[CH:9]=[C:10]([O:14][CH3:15])[C:11]([O:12][CH3:13])=[C:3]([O:2][CH3:1])[CH:4]=1)[CH2:80][CH2:81][N:82]1[CH2:83][CH:84]([O:86][C:87]2[CH:88]=[CH:89][C:90]([F:93])=[CH:91][CH:92]=2)[CH2:85]1)([CH3:76])([CH3:74])[CH3:75]. The catalyst class is: 9. (2) Reactant: [F:1][CH:2]([F:28])[C:3]1[CH:12]=[C:11]2[C:6]([C:7](=[O:19])[N:8]([NH:14][S:15]([CH3:18])(=[O:17])=[O:16])[C:9](=[O:13])[NH:10]2)=[CH:5][C:4]=1[C:20]1[N:21]([CH:25]([CH3:27])[CH3:26])[N:22]=[CH:23][CH:24]=1.[C:29](Cl)(=[O:31])[CH3:30]. Product: [C:29]([N:14]([N:8]1[C:7](=[O:19])[C:6]2[C:11](=[CH:12][C:3]([CH:2]([F:1])[F:28])=[C:4]([C:20]3[N:21]([CH:25]([CH3:26])[CH3:27])[N:22]=[CH:23][CH:24]=3)[CH:5]=2)[NH:10][C:9]1=[O:13])[S:15]([CH3:18])(=[O:16])=[O:17])(=[O:31])[CH3:30]. The catalyst class is: 17.